This data is from Full USPTO retrosynthesis dataset with 1.9M reactions from patents (1976-2016). The task is: Predict the reactants needed to synthesize the given product. (1) Given the product [CH3:7][C:2]1([CH3:1])[N:8]([CH2:9][C:10]2[C:19]3[C:14](=[CH:15][CH:16]=[C:17]([O:20][CH3:21])[CH:18]=3)[N:13]=[CH:12][C:11]=2[Cl:22])[C:33](=[O:34])[N:32]([C:29]2[CH:28]=[CH:27][C:26]([O:25][C:24]([F:23])([F:35])[F:36])=[CH:31][CH:30]=2)[C:3]1=[O:5], predict the reactants needed to synthesize it. The reactants are: [CH3:1][C:2]([NH:8][CH2:9][C:10]1[C:19]2[C:14](=[CH:15][CH:16]=[C:17]([O:20][CH3:21])[CH:18]=2)[N:13]=[CH:12][C:11]=1[Cl:22])([CH3:7])[C:3]([O:5]C)=O.[F:23][C:24]([F:36])([F:35])[O:25][C:26]1[CH:31]=[CH:30][C:29]([N:32]=[C:33]=[O:34])=[CH:28][CH:27]=1. (2) Given the product [Cl:1][C:2]1[CH:3]=[CH:4][C:5]2[N:11]3[CH:12]=[CH:13][CH:14]=[C:10]3[C@@H:9]([CH2:15][CH2:16][C:17]([N:19]3[CH2:24][CH2:23][CH2:22][C@H:21]([C:25]([OH:27])=[O:26])[CH2:20]3)=[O:18])[O:8][C@H:7]([C:30]3[CH:35]=[CH:34][CH:33]=[C:32]([O:36][CH3:37])[C:31]=3[O:38][CH3:39])[C:6]=2[CH:40]=1, predict the reactants needed to synthesize it. The reactants are: [Cl:1][C:2]1[CH:3]=[CH:4][C:5]2[N:11]3[CH:12]=[CH:13][CH:14]=[C:10]3[C@@H:9]([CH2:15][CH2:16][C:17]([N:19]3[CH2:24][CH2:23][CH2:22][C@H:21]([C:25]([O:27]CC)=[O:26])[CH2:20]3)=[O:18])[O:8][C@H:7]([C:30]3[CH:35]=[CH:34][CH:33]=[C:32]([O:36][CH3:37])[C:31]=3[O:38][CH3:39])[C:6]=2[CH:40]=1. (3) Given the product [CH3:52][C:43]1[CH:44]=[C:45]([S:48]([CH3:51])(=[O:50])=[O:49])[CH:46]=[CH:47][C:42]=1[N:20]1[CH:21]=[CH:22][C:17]([O:16][CH:13]2[CH2:14][CH2:15][N:10]([C:7]3[N:8]=[CH:9][C:4]([CH2:1][CH2:2][CH3:3])=[CH:5][N:6]=3)[CH2:11][CH2:12]2)=[CH:18][C:19]1=[O:23], predict the reactants needed to synthesize it. The reactants are: [CH2:1]([C:4]1[CH:5]=[N:6][C:7]([N:10]2[CH2:15][CH2:14][CH:13]([O:16][C:17]3[CH:22]=[CH:21][NH:20][C:19](=[O:23])[CH:18]=3)[CH2:12][CH2:11]2)=[N:8][CH:9]=1)[CH2:2][CH3:3].CS(OC1CCN(C(OC(C)C)=O)CC1)(=O)=O.F[C:42]1[CH:47]=[CH:46][C:45]([S:48]([CH3:51])(=[O:50])=[O:49])=[CH:44][C:43]=1[CH3:52].BrC1C=CC(C#N)=CC=1.C(=O)([O-])[O-].[K+].[K+].N1C2C(=CC=CC=2O)C=CC=1.C(=O)([O-])[O-].[Cs+].[Cs+].